This data is from CYP2C9 inhibition data for predicting drug metabolism from PubChem BioAssay. The task is: Regression/Classification. Given a drug SMILES string, predict its absorption, distribution, metabolism, or excretion properties. Task type varies by dataset: regression for continuous measurements (e.g., permeability, clearance, half-life) or binary classification for categorical outcomes (e.g., BBB penetration, CYP inhibition). Dataset: cyp2c9_veith. (1) The compound is NNC(=O)[C@@H](O)[C@H](O)[C@H](O)CO. The result is 0 (non-inhibitor). (2) The compound is O=C(Nc1cccc(F)c1)Nc1ccccn1. The result is 1 (inhibitor). (3) The drug is COCc1cc(=O)[nH]c2cc(NC(=O)C(F)(F)F)c(C)cc12. The result is 0 (non-inhibitor). (4) The compound is COc1ccc(Cl)cc1C(=O)NCCc1ccc(S(=O)(=O)NC(=O)NC2CCCCC2)cc1. The result is 1 (inhibitor). (5) The result is 0 (non-inhibitor). The drug is CC[C@H](C(=O)[C@H](C)[C@H](O)[C@H](C)CCc1ccc(C)c(O)c1C(=O)[O-])[C@H]1O[C@](CC)([C@@H]2CC[C@@](O)(CC)[C@H](C)O2)C[C@H]1C.[Na+].